From a dataset of Reaction yield outcomes from USPTO patents with 853,638 reactions. Predict the reaction yield, written as a fraction of the theoretical maximum amount of product (1.0 means a 100% yield; for example, 0.34 means a 34% yield). (1) The reactants are [I:1][C:2]1[CH:10]=[CH:9][C:5]([C:6]([OH:8])=[O:7])=[C:4]([Br:11])[CH:3]=1.S(=O)(=O)(O)O.[CH2:17](O)[CH3:18]. No catalyst specified. The product is [Br:11][C:4]1[CH:3]=[C:2]([I:1])[CH:10]=[CH:9][C:5]=1[C:6]([O:8][CH2:17][CH3:18])=[O:7]. The yield is 0.920. (2) The catalyst is CO.CCOC(C)=O.CCOCC.C(#N)C. The product is [Cl:1][C:2]1[CH:7]=[CH:6][C:5]([C:8]([N:10]2[CH2:15][CH2:14][N:13]([C@@H:16]3[C@@H:20]([OH:21])[CH2:19][N:18]([C:34]4[C:43]5[C:38](=[CH:39][CH:40]=[C:41]([O:44][CH3:45])[CH:42]=5)[N:37]=[CH:36][N:35]=4)[CH2:17]3)[CH2:12][CH2:11]2)=[O:9])=[CH:4][CH:3]=1. The reactants are [Cl:1][C:2]1[CH:7]=[CH:6][C:5]([C:8]([N:10]2[CH2:15][CH2:14][N:13]([CH:16]3[CH:20]([OH:21])[CH2:19][NH:18][CH2:17]3)[CH2:12][CH2:11]2)=[O:9])=[CH:4][CH:3]=1.C1CCN2C(=NCCC2)CC1.Cl[C:34]1[C:43]2[C:38](=[CH:39][CH:40]=[C:41]([O:44][CH3:45])[CH:42]=2)[N:37]=[CH:36][N:35]=1.ClC1C2C(=CC=C(OC)C=2)N=C(C)N=1. The yield is 0.500. (3) The reactants are [CH3:1][NH:2]N.Cl.[CH2:5]([O:7][C:8](=[O:21])[C:9](=[CH:17][N:18](C)C)[C:10](=O)[C:11]([O:13][CH2:14][CH3:15])=[O:12])[CH3:6]. The catalyst is C(O)C. The product is [CH2:14]([O:13][C:11]([C:10]1[N:2]([CH3:1])[N:18]=[CH:17][C:9]=1[C:8]([O:7][CH2:5][CH3:6])=[O:21])=[O:12])[CH3:15]. The yield is 0.360. (4) The reactants are [CH2:1]([C@@H:8]1[NH:13][CH2:12][CH2:11][N:10]([CH2:14][C:15]2[CH:20]=[CH:19][C:18](Br)=[CH:17][CH:16]=2)[CH2:9]1)[C:2]1[CH:7]=[CH:6][CH:5]=[CH:4][CH:3]=1.[CH3:22][C:23]1[CH:28]=[CH:27][C:26]([CH3:29])=[CH:25][C:24]=1B(O)O.C(=O)([O-])[O-].[Na+].[Na+].C1(C)C=CC=CC=1. The catalyst is C1C=CC([P]([Pd]([P](C2C=CC=CC=2)(C2C=CC=CC=2)C2C=CC=CC=2)([P](C2C=CC=CC=2)(C2C=CC=CC=2)C2C=CC=CC=2)[P](C2C=CC=CC=2)(C2C=CC=CC=2)C2C=CC=CC=2)(C2C=CC=CC=2)C2C=CC=CC=2)=CC=1.C(O)C. The product is [CH2:1]([C@@H:8]1[NH:13][CH2:12][CH2:11][N:10]([CH2:14][C:15]2[CH:20]=[CH:19][C:18]([C:24]3[CH:25]=[C:26]([CH3:29])[CH:27]=[CH:28][C:23]=3[CH3:22])=[CH:17][CH:16]=2)[CH2:9]1)[C:2]1[CH:7]=[CH:6][CH:5]=[CH:4][CH:3]=1. The yield is 0.370. (5) The reactants are [F:1][C:2]1[CH:20]=[C:19]([NH:21][C:22]([C:24]2[C:25](=[O:37])[N:26]([C:30]3[CH:35]=[CH:34][C:33]([F:36])=[CH:32][CH:31]=3)[N:27]=[CH:28][CH:29]=2)=[O:23])[CH:18]=[CH:17][C:3]=1[O:4][C:5]1[CH:10]=[CH:9][N:8]=[C:7]2[CH:11]=C(C(O)=O)[S:13][C:6]=12.CCN=C=NCCC[N:46]([CH3:48])C.C1C=CC2N([OH:58])N=NC=2C=1.CN1CCNCC1.[CH3:66][CH2:67][N:68]([CH2:71][CH3:72])[CH2:69][CH3:70]. The catalyst is CN(C=O)C.CCOC(C)=O. The product is [F:1][C:2]1[CH:20]=[C:19]([NH:21][C:22]([C:24]2[C:25](=[O:37])[N:26]([C:30]3[CH:31]=[CH:32][C:33]([F:36])=[CH:34][CH:35]=3)[N:27]=[CH:28][CH:29]=2)=[O:23])[CH:18]=[CH:17][C:3]=1[O:4][C:5]1[CH:10]=[CH:9][N:8]=[C:7]2[CH:11]=[C:66]([C:67]([N:68]3[CH2:71][CH2:72][N:46]([CH3:48])[CH2:70][CH2:69]3)=[O:58])[S:13][C:6]=12. The yield is 0.790. (6) The reactants are [CH3:1][N:2]([C:4]([N:6]=[C:7]([NH2:9])[NH2:8])=[NH:5])[CH3:3].Cl.O.O.O.[C:14]([O-:17])(=[O:16])[CH3:15].[Na+]. The catalyst is O. The product is [CH3:1][N:2]([C:4]([NH:6][C:7]([NH2:9])=[NH:8])=[NH:5])[CH3:3].[C:14]([O-:17])(=[O:16])[CH3:15]. The yield is 0.513.